Task: Predict the product of the given reaction.. Dataset: Forward reaction prediction with 1.9M reactions from USPTO patents (1976-2016) (1) The product is: [NH2:13][C:7]1[N:6]=[C:5]2[C:10]([NH:11][C:3]([C:2]([F:15])([F:14])[F:1])=[N:4]2)=[C:9]([Cl:18])[N:8]=1. Given the reactants [F:1][C:2]([F:15])([F:14])[C:3]1[NH:11][C:10]2[C:9](=O)[NH:8][C:7]([NH2:13])=[N:6][C:5]=2[N:4]=1.P(Cl)(Cl)([Cl:18])=O, predict the reaction product. (2) Given the reactants [CH2:1]([O:8][CH2:9][C:10]1(OCC)[CH2:15][O:14]C(COCC2C=CC=CC=2)(OCC)C[O:11]1)[C:2]1[CH:7]=[CH:6][CH:5]=[CH:4][CH:3]=1.S(=O)(=O)(O)O.O.CC(OC)(C)C, predict the reaction product. The product is: [CH2:1]([O:8][CH2:9][C:10](=[O:11])[CH2:15][OH:14])[C:2]1[CH:7]=[CH:6][CH:5]=[CH:4][CH:3]=1. (3) Given the reactants [C:1]([C:4]1[CH:5]=[CH:6][C:7]([NH:10][C:11](=[O:28])[CH:12]([NH:16][C:17](=[O:27])[CH2:18][C:19]2[CH:24]=[C:23]([F:25])[CH:22]=[C:21]([F:26])[CH:20]=2)[CH2:13][CH2:14][CH3:15])=[N:8][CH:9]=1)(=O)[CH3:2].[CH2:29]([NH2:36])[C:30]1[CH:35]=[CH:34][CH:33]=[CH:32][CH:31]=1.C(O[BH-](OC(=O)C)OC(=O)C)(=O)C.[Na+].C([BH3-])#N.[Na+], predict the reaction product. The product is: [CH2:29]([NH:36][CH:1]([C:4]1[CH:5]=[CH:6][C:7]([NH:10][C:11](=[O:28])[CH:12]([NH:16][C:17](=[O:27])[CH2:18][C:19]2[CH:24]=[C:23]([F:25])[CH:22]=[C:21]([F:26])[CH:20]=2)[CH2:13][CH2:14][CH3:15])=[N:8][CH:9]=1)[CH3:2])[C:30]1[CH:35]=[CH:34][CH:33]=[CH:32][CH:31]=1.